This data is from Peptide-MHC class II binding affinity with 134,281 pairs from IEDB. The task is: Regression. Given a peptide amino acid sequence and an MHC pseudo amino acid sequence, predict their binding affinity value. This is MHC class II binding data. (1) The peptide sequence is VTVDAAVLAAIDADA. The MHC is HLA-DQA10501-DQB10301 with pseudo-sequence HLA-DQA10501-DQB10301. The binding affinity (normalized) is 0.472. (2) The peptide sequence is SKPKVYQWFDLRK. The MHC is DRB3_0101 with pseudo-sequence DRB3_0101. The binding affinity (normalized) is 0. (3) The peptide sequence is TAVAKCNEKHDEEFC. The MHC is DRB1_0301 with pseudo-sequence DRB1_0301. The binding affinity (normalized) is 0.342. (4) The peptide sequence is GVEGIGLQYLGYVIRK. The MHC is DRB1_0701 with pseudo-sequence DRB1_0701. The binding affinity (normalized) is 0.582. (5) The peptide sequence is TFTVEKGSNEKHLAV. The MHC is HLA-DQA10501-DQB10301 with pseudo-sequence HLA-DQA10501-DQB10301. The binding affinity (normalized) is 0.307. (6) The peptide sequence is RNFQKVNPEGLIKEF. The MHC is DRB1_0101 with pseudo-sequence DRB1_0101. The binding affinity (normalized) is 0.761.